This data is from Full USPTO retrosynthesis dataset with 1.9M reactions from patents (1976-2016). The task is: Predict the reactants needed to synthesize the given product. (1) Given the product [OH:32][C:27]1[CH:28]=[CH:29][CH:30]=[CH:31][C:26]=1[C:17]1[N:16]=[C:15]([N:1]2[CH2:5][CH2:4][C@H:3]([NH:6][C:7](=[O:13])[O:8][C:9]([CH3:10])([CH3:12])[CH3:11])[CH2:2]2)[C:24]2[C:19](=[CH:20][C:21]([CH3:25])=[CH:22][CH:23]=2)[N:18]=1, predict the reactants needed to synthesize it. The reactants are: [NH:1]1[CH2:5][CH2:4][C@H:3]([NH:6][C:7](=[O:13])[O:8][C:9]([CH3:12])([CH3:11])[CH3:10])[CH2:2]1.Cl[C:15]1[C:24]2[C:19](=[CH:20][C:21]([CH3:25])=[CH:22][CH:23]=2)[N:18]=[C:17]([C:26]2[CH:31]=[CH:30][CH:29]=[CH:28][C:27]=2[OH:32])[N:16]=1.C(N(CC)CC)C. (2) Given the product [CH2:18]([O:1][C:2]1[C:10]([O:15][CH2:12][C:2]2[CH:10]=[CH:9][CH:8]=[CH:7][CH:3]=2)=[CH:9][CH:8]=[CH:7][C:3]=1[C:4]([NH2:6])=[O:5])[C:19]1[CH:24]=[CH:23][CH:22]=[CH:21][CH:20]=1, predict the reactants needed to synthesize it. The reactants are: [OH:1][C:2]1[C:10](O)=[CH:9][CH:8]=[CH:7][C:3]=1[C:4]([NH2:6])=[O:5].[C:12](=[O:15])([O-])[O-].[K+].[K+].[CH2:18](Br)[C:19]1[CH:24]=[CH:23][CH:22]=[CH:21][CH:20]=1.O. (3) Given the product [Br:23][C:12]1[N:13]([CH:16]2[CH2:21][CH2:20][CH2:19][CH2:18][O:17]2)[C:14]2[C:10]([N:11]=1)=[C:9]([NH2:22])[N:8]=[C:7]([O:6][CH2:5][CH2:4][CH:1]1[CH2:2][CH2:3]1)[N:15]=2, predict the reactants needed to synthesize it. The reactants are: [CH:1]1([CH2:4][CH2:5][O:6][C:7]2[N:15]=[C:14]3[C:10]([N:11]=[CH:12][N:13]3[CH:16]3[CH2:21][CH2:20][CH2:19][CH2:18][O:17]3)=[C:9]([NH2:22])[N:8]=2)[CH2:3][CH2:2]1.[Br:23]N1C(=O)CCC1=O.O.